This data is from Forward reaction prediction with 1.9M reactions from USPTO patents (1976-2016). The task is: Predict the product of the given reaction. (1) The product is: [CH3:56][N:57]1[CH2:63][CH2:62][CH2:61][N:60]([C:15]([C:14]2[CH:18]=[CH:19][CH:20]=[CH:21][C:13]=2[C:11]2[O:12][C:8]([CH:7]=[C:6]3[S:5][C:4](=[S:22])[NH:3][C:2]3=[O:1])=[CH:9][CH:10]=2)=[O:17])[CH2:59][CH2:58]1. Given the reactants [O:1]=[C:2]1[C:6](=[CH:7][C:8]2[O:12][C:11]([C:13]3[CH:21]=[CH:20][CH:19]=[CH:18][C:14]=3[C:15]([OH:17])=O)=[CH:10][CH:9]=2)[S:5][C:4](=[S:22])[NH:3]1.CN(C(ON1N=NC2C=CC=CC1=2)=[N+](C)C)C.F[P-](F)(F)(F)(F)F.CCN(C(C)C)C(C)C.[CH3:56][N:57]1[CH2:63][CH2:62][CH2:61][NH:60][CH2:59][CH2:58]1, predict the reaction product. (2) Given the reactants [CH2:1]([C:4]1[CH:9]=[CH:8][C:7]([F:10])=[C:6]([C:11]2[CH:16]=[CH:15][C:14]([Cl:17])=[CH:13][C:12]=2[Cl:18])[C:5]=1[OH:19])[CH:2]=[CH2:3], predict the reaction product. The product is: [Cl:18][C:12]1[CH:13]=[C:14]([Cl:17])[CH:15]=[CH:16][C:11]=1[C:6]1[C:5]([OH:19])=[C:4]([CH:1]=[CH:2][CH3:3])[CH:9]=[CH:8][C:7]=1[F:10]. (3) Given the reactants [Br:1][C:2]1[C:3]([C:9]2[CH:14]=[CH:13][N:12]=[C:11](S(C)(=O)=O)[N:10]=2)=[N:4][N:5]([CH2:7][CH3:8])[CH:6]=1.[NH4+:19].[OH-], predict the reaction product. The product is: [Br:1][C:2]1[C:3]([C:9]2[CH:14]=[CH:13][N:12]=[C:11]([NH2:19])[N:10]=2)=[N:4][N:5]([CH2:7][CH3:8])[CH:6]=1. (4) Given the reactants [CH:1]12[CH2:7][CH:4]([NH:5][CH2:6]1)[CH2:3][N:2]2[C:8]1[C:17]2[C:12](=[CH:13][CH:14]=[CH:15][CH:16]=2)[N:11]=[C:10]([C:18]2[CH:23]=[CH:22][N:21]=[C:20]([NH:24][CH:25]([C:27]3[CH:32]=[CH:31][CH:30]=[CH:29][CH:28]=3)[CH3:26])[CH:19]=2)[CH:9]=1.[CH3:33][C:34]([CH3:36])=O.CO, predict the reaction product. The product is: [CH:34]([N:5]1[CH2:6][C@@H:1]2[CH2:7][C@H:4]1[CH2:3][N:2]2[C:8]1[C:17]2[C:12](=[CH:13][CH:14]=[CH:15][CH:16]=2)[N:11]=[C:10]([C:18]2[CH:23]=[CH:22][N:21]=[C:20]([NH:24][C@H:25]([C:27]3[CH:32]=[CH:31][CH:30]=[CH:29][CH:28]=3)[CH3:26])[CH:19]=2)[CH:9]=1)([CH3:36])[CH3:33]. (5) Given the reactants [CH3:1][C:2]1[CH:3]=[C:4]2[C:8](=[CH:9][CH:10]=1)[NH:7][C:6]([C:11]([O:13][CH2:14][CH3:15])=[O:12])=[CH:5]2.C(=O)([O-])[O-].[K+].[K+].[CH2:22](I)[CH:23]([CH3:25])[CH3:24].C(OCC)(=O)C, predict the reaction product. The product is: [CH2:22]([N:7]1[C:8]2[C:4](=[CH:3][C:2]([CH3:1])=[CH:10][CH:9]=2)[CH:5]=[C:6]1[C:11]([O:13][CH2:14][CH3:15])=[O:12])[CH:23]([CH3:25])[CH3:24]. (6) The product is: [C:31]1([CH:30]([C:37]2[CH:42]=[CH:41][CH:40]=[CH:39][CH:38]=2)[N:28]2[CH2:29][CH:26]([N:7]3[CH:8]=[C:3]([O:2][CH3:1])[C:4](=[O:20])[C:5]([C:9]4[N:13]([C:14]5[CH:19]=[CH:18][CH:17]=[CH:16][CH:15]=5)[N:12]=[CH:11][CH:10]=4)=[N:6]3)[CH2:27]2)[CH:32]=[CH:33][CH:34]=[CH:35][CH:36]=1. Given the reactants [CH3:1][O:2][C:3]1[C:4]([OH:20])=[C:5]([C:9]2[N:13]([C:14]3[CH:19]=[CH:18][CH:17]=[CH:16][CH:15]=3)[N:12]=[CH:11][CH:10]=2)[N:6]=[N:7][CH:8]=1.CS(O[CH:26]1[CH2:29][N:28]([CH:30]([C:37]2[CH:42]=[CH:41][CH:40]=[CH:39][CH:38]=2)[C:31]2[CH:36]=[CH:35][CH:34]=[CH:33][CH:32]=2)[CH2:27]1)(=O)=O.C(=O)([O-])[O-].[Cs+].[Cs+].O, predict the reaction product. (7) Given the reactants Br[C:2]1[CH:3]=[C:4]([CH:8]=[C:9]([F:11])[CH:10]=1)[C:5]([OH:7])=[O:6].[CH:12]1(B(O)O)[CH2:14][CH2:13]1.[O-]P([O-])([O-])=O.[K+].[K+].[K+], predict the reaction product. The product is: [CH:12]1([C:2]2[CH:3]=[C:4]([CH:8]=[C:9]([F:11])[CH:10]=2)[C:5]([OH:7])=[O:6])[CH2:14][CH2:13]1. (8) Given the reactants [Cl:1][C:2]1[CH:7]=[CH:6][C:5]([C:8]2[C:9]3[C:20]([CH3:21])=[C:19]([CH3:22])[S:18][C:10]=3[NH:11][C:12](=S)[C:13]([CH3:16])([CH3:15])[N:14]=2)=[CH:4][CH:3]=1.O.[NH2:24][NH2:25].C(N(CC)CC)C.[C:33](Cl)(=[O:35])[CH3:34], predict the reaction product. The product is: [Cl:1][C:2]1[CH:7]=[CH:6][C:5]([C:8]2[C:9]3[C:20]([CH3:21])=[C:19]([CH3:22])[S:18][C:10]=3[NH:11]/[C:12](=[N:24]\[NH:25][C:33](=[O:35])[CH3:34])/[C:13]([CH3:16])([CH3:15])[N:14]=2)=[CH:4][CH:3]=1. (9) Given the reactants Br[C:2]1[CH:3]=[C:4]([CH2:8][C:9]([NH2:11])=[O:10])[CH:5]=[CH:6][CH:7]=1.[CH3:12][O:13][C:14]1[CH:19]=[CH:18][CH:17]=[CH:16][C:15]=1B(O)O.C(=O)([O-])[O-].[Na+].[Na+], predict the reaction product. The product is: [CH3:12][O:13][C:14]1[CH:15]=[C:16]([C:2]2[CH:7]=[CH:6][CH:5]=[C:4]([CH2:8][C:9]([NH2:11])=[O:10])[CH:3]=2)[CH:17]=[CH:18][CH:19]=1.